Dataset: Reaction yield outcomes from USPTO patents with 853,638 reactions. Task: Predict the reaction yield, written as a fraction of the theoretical maximum amount of product (1.0 means a 100% yield; for example, 0.34 means a 34% yield). (1) The catalyst is C([O-])(O)=O.[Na+]. The reactants are [CH:1]1[C:13]2[NH:12][C:11]3[C:6](=[CH:7]C=[CH:9][CH:10]=3)[C:5]=2[CH:4]=[CH:3][CH:2]=1.S(Cl)([Cl:17])(=O)=O.[CH2:19]([Cl:21])Cl. The product is [Cl:17][C:3]1[CH:2]=[CH:1][C:13]2[NH:12][C:11]3[C:6]([C:5]=2[CH:4]=1)=[CH:7][C:19]([Cl:21])=[CH:9][CH:10]=3. The yield is 0.540. (2) The reactants are [CH:1]([O:4][C:5](=[O:29])[NH:6][CH:7]1[CH2:28][C:10]2[N:11]([CH2:20][C:21]3[C:26](Cl)=[N:25][CH:24]=[CH:23][N:22]=3)[C:12]3[CH:13]=[CH:14][C:15]([C:18]#[N:19])=[CH:16][C:17]=3[C:9]=2[CH2:8]1)([CH3:3])[CH3:2].[NH3:30]. The catalyst is CN1CCCC1=O. The product is [CH:1]([O:4][C:5](=[O:29])[NH:6][CH:7]1[CH2:28][C:10]2[N:11]([CH2:20][C:21]3[C:26]([NH2:30])=[N:25][CH:24]=[CH:23][N:22]=3)[C:12]3[CH:13]=[CH:14][C:15]([C:18]#[N:19])=[CH:16][C:17]=3[C:9]=2[CH2:8]1)([CH3:3])[CH3:2]. The yield is 0.280.